From a dataset of Reaction yield outcomes from USPTO patents with 853,638 reactions. Predict the reaction yield, written as a fraction of the theoretical maximum amount of product (1.0 means a 100% yield; for example, 0.34 means a 34% yield). (1) The reactants are [NH2:1][C:2]1[CH:3]=[C:4]([CH:8]=[CH:9][C:10]=1[CH3:11])[C:5]([OH:7])=O.Cl.[NH:13]1[CH2:18][CH2:17][CH:16]([C:19]2[CH:26]=[CH:25][C:22]([C:23]#[N:24])=[CH:21][CH:20]=2)[CH2:15][CH2:14]1.CCN=C=NCCCN(C)C.C1C=CC2N(O)N=NC=2C=1.CCN(C(C)C)C(C)C. The catalyst is CN(C=O)C.O. The product is [NH2:1][C:2]1[CH:3]=[C:4]([CH:8]=[CH:9][C:10]=1[CH3:11])[C:5]([N:13]1[CH2:18][CH2:17][CH:16]([C:19]2[CH:26]=[CH:25][C:22]([C:23]#[N:24])=[CH:21][CH:20]=2)[CH2:15][CH2:14]1)=[O:7]. The yield is 1.00. (2) The reactants are [F:1][C:2]1[N:7]=[CH:6][C:5]([CH:8]([N:10]2[CH2:15][CH2:14][O:13][CH2:12][CH2:11]2)[CH3:9])=[CH:4][C:3]=1B1OC(C)(C)C(C)(C)O1.Cl[C:26]1[N:34]=[C:33]([CH3:35])[N:32]=[C:31]2[C:27]=1[N:28]=[CH:29][N:30]2[CH:36]1[CH2:41][CH2:40][CH2:39][CH2:38][O:37]1.C([O-])(=O)C.[K+].CCOC(C)=O. The catalyst is O1CCOCC1.O.CC(O)C.C(Cl)(Cl)Cl. The product is [F:1][C:2]1[N:7]=[CH:6][C:5]([CH:8]([N:10]2[CH2:11][CH2:12][O:13][CH2:14][CH2:15]2)[CH3:9])=[CH:4][C:3]=1[C:26]1[N:34]=[C:33]([CH3:35])[N:32]=[C:31]2[C:27]=1[N:28]=[CH:29][N:30]2[CH:36]1[CH2:41][CH2:40][CH2:39][CH2:38][O:37]1. The yield is 0.550.